From a dataset of Forward reaction prediction with 1.9M reactions from USPTO patents (1976-2016). Predict the product of the given reaction. (1) Given the reactants [ClH:1].[N:2]1([S:8]([C:11]2[CH:16]=[CH:15][CH:14]=[CH:13][C:12]=2[C:17]2[CH:22]=[CH:21][CH:20]=[C:19]([CH2:23][C@H:24]([NH:39][C:40]([C@H:42]3[CH2:47][CH2:46][C@H:45]([CH2:48][NH:49]C(=O)OC(C)(C)C)[CH2:44][CH2:43]3)=[O:41])[C:25](=[O:38])[NH:26][C:27]3[CH:32]=[CH:31][C:30]([C:33]4[N:34]=[N:35][NH:36][N:37]=4)=[CH:29][CH:28]=3)[CH:18]=2)(=[O:10])=[O:9])[CH2:7][CH2:6][O:5][CH2:4][CH2:3]1.C(#N)C, predict the reaction product. The product is: [ClH:1].[NH2:49][CH2:48][C@H:45]1[CH2:46][CH2:47][C@H:42]([C:40]([NH:39][C@@H:24]([CH2:23][C:19]2[CH:18]=[C:17]([C:12]3[CH:13]=[CH:14][CH:15]=[CH:16][C:11]=3[S:8]([N:2]3[CH2:7][CH2:6][O:5][CH2:4][CH2:3]3)(=[O:10])=[O:9])[CH:22]=[CH:21][CH:20]=2)[C:25](=[O:38])[NH:26][C:27]2[CH:32]=[CH:31][C:30]([C:33]3[N:37]=[N:36][NH:35][N:34]=3)=[CH:29][CH:28]=2)=[O:41])[CH2:43][CH2:44]1. (2) Given the reactants [Cl:1][C:2]1[CH:7]=[CH:6][C:5]([C@@H:8]([OH:13])[C:9]([F:12])([F:11])[F:10])=[C:4]([N:14]2[CH:18]=[CH:17][C:16]([CH3:19])=[N:15]2)[CH:3]=1.[H-].[Na+].[NH2:22][C:23]1[N:28]=[C:27](Cl)[N:26]=[C:25]([N:30]2[CH2:54][CH2:53][C:33]3([CH2:37][N:36]([C:38]([O:40][CH2:41][C:42]4[CH:47]=[CH:46][CH:45]=[CH:44][CH:43]=4)=[O:39])[CH:35]([C:48]([O:50][CH2:51][CH3:52])=[O:49])[CH2:34]3)[CH2:32][CH2:31]2)[N:24]=1, predict the reaction product. The product is: [NH2:22][C:23]1[N:28]=[C:27]([O:13][C@H:8]([C:5]2[CH:6]=[CH:7][C:2]([Cl:1])=[CH:3][C:4]=2[N:14]2[CH:18]=[CH:17][C:16]([CH3:19])=[N:15]2)[C:9]([F:12])([F:11])[F:10])[N:26]=[C:25]([N:30]2[CH2:54][CH2:53][C:33]3([CH2:37][N:36]([C:38]([O:40][CH2:41][C:42]4[CH:43]=[CH:44][CH:45]=[CH:46][CH:47]=4)=[O:39])[CH:35]([C:48]([O:50][CH2:51][CH3:52])=[O:49])[CH2:34]3)[CH2:32][CH2:31]2)[N:24]=1. (3) The product is: [N+:33]([C:28]1[CH:29]=[N:30][CH:31]=[CH:32][C:27]=1[C:37]1[CH:38]=[CH:39][CH:40]=[CH:41][C:36]=1[CH3:45])([O-:35])=[O:34]. Given the reactants C1(P(C2C=CC=CC=2)C2C=CC=CC=2)C=CC=CC=1.C(=O)([O-])[O-].[K+].[K+].Cl[C:27]1[CH:32]=[CH:31][N:30]=[CH:29][C:28]=1[N+:33]([O-:35])=[O:34].[C:36]1([CH3:45])[CH:41]=[CH:40][CH:39]=[CH:38][C:37]=1B(O)O, predict the reaction product. (4) Given the reactants [CH:1]1[CH:6]=[N+:5]([C@@H:7]2[O:11][C@H:10]([CH2:12][O:13][P:14]([O:17][P:18]([O:21][CH2:22][C@H:23]3[O:27][C@@H:26]([N:28]4[C:32]5[N:33]=[CH:34][N:35]=[C:36]([NH2:37])[C:31]=5[N:30]=[CH:29]4)[C@H:25]([O:38][P:39]([OH:42])([OH:41])=[O:40])[C@@H:24]3[OH:43])([OH:20])=[O:19])([OH:16])=[O:15])[C@@H:9]([OH:44])[C@H:8]2[OH:45])[CH:4]=[C:3]([C:46]([NH2:48])=[O:47])[CH:2]=1.P([O-])([O-])([O-])=O.[OH-].[Na+], predict the reaction product. The product is: [CH:34]1[N:35]=[C:36]([NH2:37])[C:31]2[N:30]=[CH:29][N:28]([C@@H:26]3[O:27][C@H:23]([CH2:22][O:21][P:18]([O:17][P:14]([O:13][CH2:12][C@H:10]4[O:11][C@@H:7]([N:5]5[CH:4]=[C:3]([C:46]([NH2:48])=[O:47])[CH2:2][CH:1]=[CH:6]5)[C@H:8]([OH:45])[C@@H:9]4[OH:44])([OH:16])=[O:15])([OH:20])=[O:19])[C@@H:24]([OH:43])[C@H:25]3[O:38][P:39]([OH:42])([OH:41])=[O:40])[C:32]=2[N:33]=1. (5) Given the reactants [OH:1][C@H:2]1[CH2:7][CH2:6][C@H:5]([NH:8][C:9]2[N:14]=[C:13]([CH:15]=O)[CH:12]=[C:11]([NH:17][C:18]3[S:19][C:20]4[C:25]([N:26]=3)=[CH:24][CH:23]=[CH:22][N:21]=4)[N:10]=2)[CH2:4][CH2:3]1.[OH-].[K+].[CH3:29][C:30]1[CH2:31][CH2:32][C:33](=[O:36])[NH:34][N:35]=1.Cl, predict the reaction product. The product is: [OH:1][C@H:2]1[CH2:7][CH2:6][C@H:5]([NH:8][C:9]2[N:14]=[C:13]([CH2:15][C:32]3[C:33](=[O:36])[NH:34][N:35]=[C:30]([CH3:29])[CH:31]=3)[CH:12]=[C:11]([NH:17][C:18]3[S:19][C:20]4[C:25]([N:26]=3)=[CH:24][CH:23]=[CH:22][N:21]=4)[N:10]=2)[CH2:4][CH2:3]1.